This data is from Catalyst prediction with 721,799 reactions and 888 catalyst types from USPTO. The task is: Predict which catalyst facilitates the given reaction. (1) Reactant: [C:1]([O:9][CH:10]1[C:18]2[C:13](=[CH:14][CH:15]=[C:16]([Cl:19])[CH:17]=2)[N:12]([CH2:20][CH2:21][CH3:22])[C:11]1=[O:23])(=[O:8])[C:2]1[CH:7]=[CH:6][CH:5]=[CH:4][CH:3]=1.C[Si]([N-][Si](C)(C)C)(C)C.[K+].C(O[CH2:43][C:44]1[C:52]2[C:47](=[CH:48][CH:49]=[CH:50][CH:51]=2)[N:46](C(=O)C2C=CC=CC=2)[CH:45]=1)(=O)C1C=CC=CC=1.Cl. Product: [C:1]([O:9][C:10]1([CH2:43][C:44]2[C:52]3[C:47](=[CH:48][CH:49]=[CH:50][CH:51]=3)[NH:46][CH:45]=2)[C:18]2[C:13](=[CH:14][CH:15]=[C:16]([Cl:19])[CH:17]=2)[N:12]([CH2:20][CH2:21][CH3:22])[C:11]1=[O:23])(=[O:8])[C:2]1[CH:7]=[CH:6][CH:5]=[CH:4][CH:3]=1. The catalyst class is: 13. (2) Reactant: O.[OH-].[Li+].C[O:5][C:6](=[O:36])[C:7]1[CH:12]=[CH:11][C:10]([CH2:13][CH2:14][C:15]([N:17]2[CH2:22][CH2:21][CH:20]([CH2:23][N:24]([C:28]([O:30][C:31]([CH3:34])([CH3:33])[CH3:32])=[O:29])[CH:25]3[CH2:27][CH2:26]3)[CH2:19][CH2:18]2)=[O:16])=[C:9]([CH3:35])[CH:8]=1.[OH-].[Na+]. Product: [C:31]([O:30][C:28]([N:24]([CH2:23][CH:20]1[CH2:21][CH2:22][N:17]([C:15](=[O:16])[CH2:14][CH2:13][C:10]2[CH:11]=[CH:12][C:7]([C:6]([OH:36])=[O:5])=[CH:8][C:9]=2[CH3:35])[CH2:18][CH2:19]1)[CH:25]1[CH2:27][CH2:26]1)=[O:29])([CH3:34])([CH3:33])[CH3:32]. The catalyst class is: 20. (3) Reactant: C(OC([NH:8][C@@H:9]([CH3:12])[CH2:10][OH:11])=O)(C)(C)C.[NH2:13][C:14]1[C:15]([OH:25])=[C:16]([S:21]([OH:24])(=[O:23])=[O:22])[CH:17]=[C:18]([Cl:20])[CH:19]=1.Cl[C:27](Cl)([O:29]C(=O)OC(Cl)(Cl)Cl)Cl.N1C=CC=CC=1. Product: [NH2:8][C@@H:9]([CH3:12])[CH2:10][O:11][C:27]([NH:13][C:14]1[C:15]([OH:25])=[C:16]([S:21]([OH:24])(=[O:23])=[O:22])[CH:17]=[C:18]([Cl:20])[CH:19]=1)=[O:29]. The catalyst class is: 2. (4) Reactant: [O:1]1[C:5]2[CH:6]=[CH:7][C:8]([C:10]3([C:13]([NH:15][C:16]4[CH:21]=[CH:20][C:19]([CH:22]([OH:31])[C:23]5[CH:28]=[CH:27][CH:26]=[CH:25][C:24]=5[O:29][CH3:30])=[CH:18][N:17]=4)=[O:14])[CH2:12][CH2:11]3)=[CH:9][C:4]=2[O:3][CH2:2]1.O[CH2:33][CH2:34][CH2:35]OC1C(C2C=CC=CN=2)(C(N)=O)C1(C1C=CC=CC=1OC)C. The catalyst class is: 259. Product: [O:1]1[C:5]2[CH:6]=[CH:7][C:8]([C:10]3([C:13]([NH:15][C:16]4[CH:21]=[CH:20][C:19]([CH:22]([C:23]5[CH:28]=[CH:27][CH:26]=[CH:25][C:24]=5[O:29][CH3:30])[O:31][CH2:33][CH2:34][CH3:35])=[CH:18][N:17]=4)=[O:14])[CH2:12][CH2:11]3)=[CH:9][C:4]=2[O:3][CH2:2]1. (5) Reactant: [OH:1][C:2]1[C:10]2[N:9]=[N:8][NH:7][C:6]=2[CH:5]=[CH:4][CH:3]=1.[H-].[Na+].[C:13]([Si:17]([CH3:20])([CH3:19])Cl)([CH3:16])([CH3:15])[CH3:14].[Cl-].[NH4+]. Product: [C:13]([Si:17]([CH3:20])([CH3:19])[O:1][C:2]1[C:10]2[N:9]=[N:8][NH:7][C:6]=2[CH:5]=[CH:4][CH:3]=1)([CH3:16])([CH3:15])[CH3:14]. The catalyst class is: 7. (6) Reactant: [CH3:1][C:2]1[CH:7]=[CH:6][C:5]([N+:8]([O-])=O)=[CH:4][C:3]=1[NH:11][C:12]1[N:17]=[C:16]([C:18]2[CH:19]=[N:20][CH:21]=[CH:22][CH:23]=2)[CH:15]=[CH:14][N:13]=1. Product: [NH2:8][C:5]1[CH:6]=[CH:7][C:2]([CH3:1])=[C:3]([NH:11][C:12]2[N:17]=[C:16]([C:18]3[CH:19]=[N:20][CH:21]=[CH:22][CH:23]=3)[CH:15]=[CH:14][N:13]=2)[CH:4]=1. The catalyst class is: 336.